This data is from Catalyst prediction with 721,799 reactions and 888 catalyst types from USPTO. The task is: Predict which catalyst facilitates the given reaction. (1) Reactant: [CH2:1]([N:3]1[C:12]2[C:7](=[CH:8][C:9]([N+:13]([O-])=O)=[CH:10][CH:11]=2)[C:6](=[O:16])[N:5]([CH2:17][C:18]#[CH:19])[C:4]1=[O:20])[CH3:2].[Sn](Cl)Cl. Product: [NH2:13][C:9]1[CH:8]=[C:7]2[C:12](=[CH:11][CH:10]=1)[N:3]([CH2:1][CH3:2])[C:4](=[O:20])[N:5]([CH2:17][C:18]#[CH:19])[C:6]2=[O:16]. The catalyst class is: 8. (2) Reactant: [CH2:1]([O:5][CH:6]1[C:15]2[C:10](=[CH:11][CH:12]=[CH:13][CH:14]=2)[C:9](=[O:16])[N:8]([CH2:17][CH:18]2[CH2:20][CH2:19]2)[C:7]1(/[CH:30]=[CH:31]/[C:32]([OH:34])=O)[CH2:21][NH:22][C:23]([O:25][C:26]([CH3:29])([CH3:28])[CH3:27])=[O:24])[CH2:2][CH2:3][CH3:4].Cl.C([N:38]=C=NCCCN(C)C)C.[NH4+].ON1C2C=CC=CC=2N=N1.O. Product: [CH2:1]([O:5][CH:6]1[C:15]2[C:10](=[CH:11][CH:12]=[CH:13][CH:14]=2)[C:9](=[O:16])[N:8]([CH2:17][CH:18]2[CH2:19][CH2:20]2)[C:7]1(/[CH:30]=[CH:31]/[C:32]([NH2:38])=[O:34])[CH2:21][NH:22][C:23]([O:25][C:26]([CH3:27])([CH3:29])[CH3:28])=[O:24])[CH2:2][CH2:3][CH3:4]. The catalyst class is: 9. (3) Reactant: [NH2:1][C:2]1[CH:7]=[CH:6][C:5]([NH:8][C:9]2[C:18]3[C:13](=[CH:14][CH:15]=[C:16]([N:19]([CH3:21])[CH3:20])[CH:17]=3)[N:12]=[CH:11][CH:10]=2)=[CH:4][CH:3]=1.[C:22]([C:25]1[CH:26]=[C:27]([CH:31]=[CH:32][CH:33]=1)[C:28](O)=[O:29])(=[O:24])[CH3:23].CCN=C=NCCCN(C)C.C(Cl)[Cl:46].CO. Product: [Cl-:46].[C:22]([C:25]1[CH:26]=[C:27]([CH:31]=[CH:32][CH:33]=1)[C:28]([NH:1][C:2]1[CH:3]=[CH:4][C:5]([NH:8][C:9]2[C:18]3[C:13](=[CH:14][CH:15]=[C:16]([N:19]([CH3:21])[CH3:20])[CH:17]=3)[NH+:12]=[CH:11][CH:10]=2)=[CH:6][CH:7]=1)=[O:29])(=[O:24])[CH3:23]. The catalyst class is: 239. (4) Product: [Cl:1][C:2]1[N:3]=[C:4]2[N:12]([CH2:25][C:26](=[O:27])[C:28]3[CH:33]=[CH:32][CH:31]=[CH:30][N:29]=3)[C@H:11]([C:13]([F:14])([F:15])[F:16])[CH2:10][CH2:9][N:5]2[C:6](=[O:8])[CH:7]=1. The catalyst class is: 10. Reactant: [Cl:1][C:2]1[N:3]=[C:4]2[NH:12][C@H:11]([C:13]([F:16])([F:15])[F:14])[CH2:10][CH2:9][N:5]2[C:6](=[O:8])[CH:7]=1.C(=O)([O-])[O-].[Cs+].[Cs+].Br.Br[CH2:25][C:26]([C:28]1[CH:33]=[CH:32][CH:31]=[CH:30][N:29]=1)=[O:27]. (5) Reactant: C[Si](C)(C)CCOC[N:7]1[C:11]2[C:12]3[CH:13]=[CH:14][S:15][C:16]=3[CH2:17][C:10]=2[C:9]([C:18]2[CH:19]=[CH:20][C:21]([NH:24]C(=O)C)=[N:22][CH:23]=2)=[N:8]1.[ClH:30]. Product: [ClH:30].[S:15]1[CH:14]=[CH:13][C:12]2[C:11]3[NH:7][N:8]=[C:9]([C:18]4[CH:19]=[CH:20][C:21]([NH2:24])=[N:22][CH:23]=4)[C:10]=3[CH2:17][C:16]1=2. The catalyst class is: 5. (6) Reactant: [F:1][C:2]1[CH:7]=[C:6]([F:8])[CH:5]=[CH:4][C:3]=1B(O)O.Br[C:13]1[CH:14]=[C:15]([CH2:19][C:20]([O:22][CH3:23])=[O:21])[CH:16]=[CH:17][CH:18]=1.C([O-])([O-])=O.[K+].[K+]. Product: [F:1][C:2]1[CH:7]=[C:6]([F:8])[CH:5]=[CH:4][C:3]=1[C:17]1[CH:16]=[C:15]([CH2:19][C:20]([O:22][CH3:23])=[O:21])[CH:14]=[CH:13][CH:18]=1. The catalyst class is: 398. (7) Reactant: CN(C)C=O.Br[C:7]1[CH:8]=[N:9][C:10]([Cl:13])=[N:11][CH:12]=1.[CH3:14][O:15][C:16]([C:18]1[CH:19]=[C:20](B(O)O)[CH:21]=[CH:22][CH:23]=1)=[O:17].C(=O)([O-])[O-].[Na+].[Na+]. Product: [Cl:13][C:10]1[N:9]=[CH:8][C:7]([C:22]2[CH:23]=[C:18]([CH:19]=[CH:20][CH:21]=2)[C:16]([O:15][CH3:14])=[O:17])=[CH:12][N:11]=1. The catalyst class is: 713. (8) Reactant: [C:1](=[O:4])([O-:3])[O-:2].[Na+:5].[Na+].[O:7]1[CH:11]2[O:12][CH2:13][CH2:14][CH:10]2[CH:9]([OH:15])[CH2:8]1.[C:16](OC(=O)C)(=[O:18])[CH3:17]. Product: [C:1](=[O:2])([O-:4])[O-:3].[Na+:5].[Na+:5].[C:16]([O:15][CH:9]1[CH:10]2[CH:11]([O:12][CH2:13][CH2:14]2)[O:7][CH2:8]1)(=[O:18])[CH3:17]. The catalyst class is: 30. (9) Reactant: [CH2:1]([N:8]([CH2:21][C:22]1[CH:27]=[CH:26][C:25]([O:28][C:29]2[CH:34]=[CH:33][CH:32]=[C:31]([O:35][CH2:36][CH2:37][CH2:38][O:39][Si](C(C)(C)C)(C)C)[CH:30]=2)=[CH:24][CH:23]=1)[C:9]1[C:10]([CH3:20])=[C:11]([NH:15][S:16]([CH3:19])(=[O:18])=[O:17])[CH:12]=[CH:13][CH:14]=1)[C:2]1[CH:7]=[CH:6][CH:5]=[CH:4][CH:3]=1.[F-].C([N+](CCCC)(CCCC)CCCC)CCC. Product: [CH2:1]([N:8]([CH2:21][C:22]1[CH:27]=[CH:26][C:25]([O:28][C:29]2[CH:34]=[CH:33][CH:32]=[C:31]([O:35][CH2:36][CH2:37][CH2:38][OH:39])[CH:30]=2)=[CH:24][CH:23]=1)[C:9]1[C:10]([CH3:20])=[C:11]([NH:15][S:16]([CH3:19])(=[O:17])=[O:18])[CH:12]=[CH:13][CH:14]=1)[C:2]1[CH:7]=[CH:6][CH:5]=[CH:4][CH:3]=1. The catalyst class is: 13. (10) Reactant: [CH3:1][N:2]1[CH2:7][CH2:6][N:5]([C:8]2[CH:16]=[C:15]3[C:11]([CH:12]=[CH:13][N:14]3[Si](C(C)C)(C(C)C)C(C)C)=[CH:10][CH:9]=2)[CH2:4][CH2:3]1.[F-].[K+].C(Cl)Cl.CO. Product: [CH3:1][N:2]1[CH2:3][CH2:4][N:5]([C:8]2[CH:16]=[C:15]3[C:11]([CH:12]=[CH:13][NH:14]3)=[CH:10][CH:9]=2)[CH2:6][CH2:7]1. The catalyst class is: 5.